From a dataset of Full USPTO retrosynthesis dataset with 1.9M reactions from patents (1976-2016). Predict the reactants needed to synthesize the given product. (1) Given the product [NH2:17][C:15]1[S:16][C:11]([C:10]2[CH:18]=[CH:19][C:7]([O:6][CH2:1][CH2:2][CH2:3][CH2:4][CH3:5])=[CH:8][CH:9]=2)=[N:13][N:14]=1, predict the reactants needed to synthesize it. The reactants are: [CH2:1]([O:6][C:7]1[CH:19]=[CH:18][C:10]([C:11]([NH:13][NH:14][C:15]([NH2:17])=[S:16])=O)=[CH:9][CH:8]=1)[CH2:2][CH2:3][CH2:4][CH3:5].CS(O)(=O)=O. (2) Given the product [CH:20]1([CH2:23][N:1]2[CH:5]=[CH:4][C:3]([CH2:6][N:7]3[C:15](=[O:16])[C:14]4[C:9](=[CH:10][CH:11]=[CH:12][CH:13]=4)[C:8]3=[O:17])=[N:2]2)[CH2:22][CH2:21]1, predict the reactants needed to synthesize it. The reactants are: [NH:1]1[CH:5]=[CH:4][C:3]([CH2:6][N:7]2[C:15](=[O:16])[C:14]3[C:9](=[CH:10][CH:11]=[CH:12][CH:13]=3)[C:8]2=[O:17])=[N:2]1.[H-].[Na+].[CH:20]1([CH2:23]Br)[CH2:22][CH2:21]1.C(OCC)(=O)C. (3) The reactants are: Cl[CH2:2][CH2:3][CH2:4][CH2:5][N:6]1[C:10]2[CH:11]=[CH:12][CH:13]=[CH:14][C:9]=2[N:8]=[N:7]1.[N:15]1[CH:20]=[CH:19][C:18]([N:21]2[CH2:26][CH2:25][NH:24][CH2:23][CH2:22]2)=[CH:17][CH:16]=1.C(N(C(C)C)CC)(C)C.[I-].[K+]. Given the product [N:15]1[CH:20]=[CH:19][C:18]([N:21]2[CH2:22][CH2:23][N:24]([CH2:2][CH2:3][CH2:4][CH2:5][N:6]3[C:10]4[CH:11]=[CH:12][CH:13]=[CH:14][C:9]=4[N:8]=[N:7]3)[CH2:25][CH2:26]2)=[CH:17][CH:16]=1, predict the reactants needed to synthesize it. (4) Given the product [CH2:25]([C@@H:20]1[C@@H:19]([OH:32])[C:18]2[C:23](=[CH:24][C:15]([C:6]3[CH:7]=[C:8]([C:11]([F:14])([F:12])[F:13])[CH:9]=[CH:10][C:5]=3[C:4]([OH:33])=[O:3])=[CH:16][CH:17]=2)[O:22][CH2:21]1)[C:26]1[CH:27]=[CH:28][CH:29]=[CH:30][CH:31]=1, predict the reactants needed to synthesize it. The reactants are: C([O:3][C:4](=[O:33])[C:5]1[CH:10]=[CH:9][C:8]([C:11]([F:14])([F:13])[F:12])=[CH:7][C:6]=1[C:15]1[CH:24]=[C:23]2[C:18]([C@H:19]([OH:32])[C@@H:20]([CH2:25][C:26]3[CH:31]=[CH:30][CH:29]=[CH:28][CH:27]=3)[CH2:21][O:22]2)=[CH:17][CH:16]=1)C.[OH-].[Na+].